From a dataset of Forward reaction prediction with 1.9M reactions from USPTO patents (1976-2016). Predict the product of the given reaction. Given the reactants [Cl:1][C:2]1[CH:11]=[C:10]([C:12](=O)[CH3:13])[C:9]([N:15]2[CH2:19][CH2:18][CH2:17][C@@H:16]2[CH2:20][O:21][CH3:22])=[C:8]2[C:3]=1[CH:4]=[CH:5][CH:6]=[N:7]2.C([O-])(=O)C.[NH4+].C([BH3-])#[N:29].[Na+], predict the reaction product. The product is: [Cl:1][C:2]1[CH:11]=[C:10]([CH:12]([NH2:29])[CH3:13])[C:9]([N:15]2[CH2:19][CH2:18][CH2:17][C@@H:16]2[CH2:20][O:21][CH3:22])=[C:8]2[C:3]=1[CH:4]=[CH:5][CH:6]=[N:7]2.